Dataset: Reaction yield outcomes from USPTO patents with 853,638 reactions. Task: Predict the reaction yield, written as a fraction of the theoretical maximum amount of product (1.0 means a 100% yield; for example, 0.34 means a 34% yield). (1) The yield is 0.880. The reactants are C(OC([N:8]1[CH2:13][CH2:12][CH:11]([C:14]2[C:18]3[CH:19]=[CH:20][CH:21]=[C:22]([C:23]([F:26])([F:25])[F:24])[C:17]=3[O:16][N:15]=2)[CH2:10][CH2:9]1)=O)(C)(C)C.Cl.CCOCC. The catalyst is CO. The product is [NH:8]1[CH2:13][CH2:12][CH:11]([C:14]2[C:18]3[CH:19]=[CH:20][CH:21]=[C:22]([C:23]([F:26])([F:25])[F:24])[C:17]=3[O:16][N:15]=2)[CH2:10][CH2:9]1. (2) The reactants are [CH3:1][C:2]1[C:6]([C:7]([O:9][CH3:10])=[O:8])=[CH:5][NH:4][N:3]=1.[CH3:11][C:12](=[CH:14][CH3:15])[CH3:13].O.C1(C)C=CC(S(O)(=O)=O)=CC=1.C(=O)([O-])O.[Na+]. The catalyst is C(#N)C. The product is [CH3:11][C:12]([N:4]1[CH:5]=[C:6]([C:7]([O:9][CH3:10])=[O:8])[C:2]([CH3:1])=[N:3]1)([CH3:13])[CH2:14][CH3:15]. The yield is 0.290.